The task is: Predict which catalyst facilitates the given reaction.. This data is from Catalyst prediction with 721,799 reactions and 888 catalyst types from USPTO. (1) Reactant: Br[CH2:2][CH:3]1[O:8][C:7]2[CH:9]=[CH:10][CH:11]=[CH:12][C:6]=2[O:5][CH2:4]1.[CH3:13][O:14][C:15]([C:17]1[CH:18]=[CH:19][CH:20]=[C:21]2[C:26]=1[CH2:25][NH:24][CH2:23][CH2:22]2)=[O:16].C([O-])([O-])=O.[K+].[K+].O. Product: [CH3:13][O:14][C:15]([C:17]1[CH:18]=[CH:19][CH:20]=[C:21]2[C:26]=1[CH2:25][N:24]([CH2:2][CH:3]1[O:8][C:7]3[CH:9]=[CH:10][CH:11]=[CH:12][C:6]=3[O:5][CH2:4]1)[CH2:23][CH2:22]2)=[O:16]. The catalyst class is: 3. (2) The catalyst class is: 49. Reactant: [S:1]1[C:5]2[CH:6]=[C:7]([NH:10][C:11]3[N:16]=[CH:15][C:14]([C:17]4[O:21][C:20]([C:22](OC)=[O:23])=[N:19][N:18]=4)=[C:13]([NH:26][CH:27]([CH3:29])[CH3:28])[CH:12]=3)[CH:8]=[CH:9][C:4]=2[N:3]=[CH:2]1.CO.[Li+].[BH4-]. Product: [S:1]1[C:5]2[CH:6]=[C:7]([NH:10][C:11]3[N:16]=[CH:15][C:14]([C:17]4[O:21][C:20]([CH2:22][OH:23])=[N:19][N:18]=4)=[C:13]([NH:26][CH:27]([CH3:29])[CH3:28])[CH:12]=3)[CH:8]=[CH:9][C:4]=2[N:3]=[CH:2]1. (3) Reactant: S(Cl)([Cl:3])=O.[Cl:5][C:6]1[CH:7]=[C:8]([CH2:13][CH2:14][S:15]([O-:18])(=O)=[O:16])[CH:9]=[CH:10][C:11]=1[Cl:12].[Na+].C1C=CC=CC=1. Product: [Cl:5][C:6]1[CH:7]=[C:8]([CH2:13][CH2:14][S:15]([Cl:3])(=[O:18])=[O:16])[CH:9]=[CH:10][C:11]=1[Cl:12]. The catalyst class is: 9. (4) Reactant: [CH:1]1([CH2:4][C:5]([NH:7][C:8]2[N:9]=[C:10]3[CH:15]=[CH:14][C:13](I)=[N:12][N:11]3[CH:17]=2)=[O:6])[CH2:3][CH2:2]1.[NH2:18][C:19]1[CH:20]=[C:21]([OH:26])[CH:22]=[CH:23][C:24]=1[CH3:25].C(=O)([O-])[O-].[K+].[K+]. Product: [NH2:18][C:19]1[CH:20]=[C:21]([CH:22]=[CH:23][C:24]=1[CH3:25])[O:26][C:13]1[CH:14]=[CH:15][C:10]2[N:11]([CH:17]=[C:8]([NH:7][C:5](=[O:6])[CH2:4][CH:1]3[CH2:3][CH2:2]3)[N:9]=2)[N:12]=1. The catalyst class is: 9.